Dataset: Peptide-MHC class I binding affinity with 185,985 pairs from IEDB/IMGT. Task: Regression. Given a peptide amino acid sequence and an MHC pseudo amino acid sequence, predict their binding affinity value. This is MHC class I binding data. (1) The peptide sequence is RYLKDQQLL. The MHC is HLA-A30:02 with pseudo-sequence HLA-A30:02. The binding affinity (normalized) is 0.292. (2) The peptide sequence is QTWHGDAPY. The MHC is SLA-10401 with pseudo-sequence SLA-10401. The binding affinity (normalized) is 0.455. (3) The peptide sequence is IAMESIVIW. The MHC is HLA-B44:03 with pseudo-sequence HLA-B44:03. The binding affinity (normalized) is 0.221.